Dataset: Forward reaction prediction with 1.9M reactions from USPTO patents (1976-2016). Task: Predict the product of the given reaction. (1) Given the reactants [Cl:1][C:2]1[CH:8]=[C:7]([O:9][C:10]2[C:19]3[C:14](=[CH:15][C:16]([O:22][CH3:23])=[C:17]([O:20][CH3:21])[CH:18]=3)[N:13]=[CH:12][N:11]=2)[CH:6]=[CH:5][C:3]=1[NH2:4].C1(C)C=CC=CC=1.C(N(CC)CC)C.ClC(Cl)(O[C:42](=[O:48])[O:43][C:44](Cl)(Cl)Cl)Cl.[Cl:50][C:51]1[CH:61]=[CH:60][CH:59]=[CH:58][C:52]=1[O:53][CH2:54][CH2:55]CO, predict the reaction product. The product is: [Cl:1][C:2]1[CH:8]=[C:7]([O:9][C:10]2[C:19]3[C:14](=[CH:15][C:16]([O:22][CH3:23])=[C:17]([O:20][CH3:21])[CH:18]=3)[N:13]=[CH:12][N:11]=2)[CH:6]=[CH:5][C:3]=1[NH:4][C:42](=[O:48])[O:43][CH2:44][CH2:55][CH2:54][O:53][C:52]1[CH:58]=[CH:59][CH:60]=[CH:61][C:51]=1[Cl:50]. (2) Given the reactants [CH2:1]([O:8][C:9]([N:11]1[C:15]2([CH2:20][CH2:19][O:18][CH2:17][CH2:16]2)[O:14][CH2:13][C@H:12]1[C:21]1[NH:22][CH:23]=[C:24]([C:26]2[CH:31]=[CH:30][C:29]([C:32]3[CH:37]=[CH:36][C:35]([C:38]4[N:39]=[C:40]([C@@H:43]5[CH2:47][CH2:46][CH2:45][N:44]5C(OC(C)(C)C)=O)[NH:41][CH:42]=4)=[CH:34][CH:33]=3)=[CH:28][CH:27]=2)[N:25]=1)=[O:10])[C:2]1[CH:7]=[CH:6][CH:5]=[CH:4][CH:3]=1.C(O)(C(F)(F)F)=O, predict the reaction product. The product is: [CH2:1]([O:8][C:9]([N:11]1[C:15]2([CH2:20][CH2:19][O:18][CH2:17][CH2:16]2)[O:14][CH2:13][C@H:12]1[C:21]1[NH:22][CH:23]=[C:24]([C:26]2[CH:31]=[CH:30][C:29]([C:32]3[CH:37]=[CH:36][C:35]([C:38]4[N:39]=[C:40]([C@@H:43]5[CH2:47][CH2:46][CH2:45][NH:44]5)[NH:41][CH:42]=4)=[CH:34][CH:33]=3)=[CH:28][CH:27]=2)[N:25]=1)=[O:10])[C:2]1[CH:3]=[CH:4][CH:5]=[CH:6][CH:7]=1.